From a dataset of Full USPTO retrosynthesis dataset with 1.9M reactions from patents (1976-2016). Predict the reactants needed to synthesize the given product. (1) Given the product [Br:20][CH2:33][C:32]1[CH:31]=[C:30]2[C:25]([CH2:26][CH:27]([CH2:35][CH2:36][CH2:37][CH2:38][CH3:39])[CH2:28][O:29]2)=[CH:24][C:23]=1[F:22], predict the reactants needed to synthesize it. The reactants are: C1(P(C2C=CC=CC=2)C2C=CC=CC=2)C=CC=CC=1.[Br:20]Br.[F:22][C:23]1[CH:24]=[C:25]2[C:30](=[CH:31][C:32]=1[CH2:33]O)[O:29][CH2:28][CH:27]([CH2:35][CH2:36][CH2:37][CH2:38][CH3:39])[CH2:26]2.O. (2) Given the product [O:5]=[C:4]1[C:3](=[O:18])[C:16]2[C:7](=[C:8]([C:9]([O:11][CH3:12])=[O:10])[CH:13]=[CH:14][CH:15]=2)[NH:6]1, predict the reactants needed to synthesize it. The reactants are: CN=[CH:3][C:4]([NH:6][C:7]1[CH:16]=[CH:15][CH:14]=[CH:13][C:8]=1[C:9]([O:11][CH3:12])=[O:10])=[O:5].S(=O)(=O)(O)[OH:18]. (3) The reactants are: Br[C:2]1[S:19][C:5]2[N:6]([CH3:18])[C:7](=[O:17])[N:8]([CH2:11][CH2:12][C:13]([O:15][CH3:16])=[O:14])[C:9](=[O:10])[C:4]=2[C:3]=1[CH3:20].[Cl:21][C:22]1[CH:27]=[CH:26][C:25](B(O)O)=[CH:24][CH:23]=1.C([O-])([O-])=O.[Cs+].[Cs+]. Given the product [Cl:21][C:22]1[CH:27]=[CH:26][C:25]([C:2]2[S:19][C:5]3[N:6]([CH3:18])[C:7](=[O:17])[N:8]([CH2:11][CH2:12][C:13]([O:15][CH3:16])=[O:14])[C:9](=[O:10])[C:4]=3[C:3]=2[CH3:20])=[CH:24][CH:23]=1, predict the reactants needed to synthesize it. (4) Given the product [Br:1][C:2]1[CH:7]=[CH:6][C:5]([C@@H:8]([N:10]2[CH2:15][CH2:14][C@:13]([CH2:16][CH2:17][NH:30][CH2:29][CH2:28][F:27])([C:19]3[CH:20]=[CH:21][C:22]([F:25])=[CH:23][CH:24]=3)[O:12][C:11]2=[O:26])[CH3:9])=[CH:4][CH:3]=1, predict the reactants needed to synthesize it. The reactants are: [Br:1][C:2]1[CH:7]=[CH:6][C:5]([C@@H:8]([N:10]2[CH2:15][CH2:14][C@@:13]([C:19]3[CH:24]=[CH:23][C:22]([F:25])=[CH:21][CH:20]=3)([CH2:16][CH2:17]O)[O:12][C:11]2=[O:26])[CH3:9])=[CH:4][CH:3]=1.[F:27][CH2:28][CH2:29][NH2:30]. (5) Given the product [C:37]([CH2:39][C:40]1([N:12]2[CH:16]=[C:15]([C:17]3[CH:18]=[N:19][C:20]4[N:21]([C:23]([CH2:26][C:27]5[CH:28]=[C:29]6[C:34](=[CH:35][CH:36]=5)[N:33]=[CH:32][CH:31]=[CH:30]6)=[CH:24][N:25]=4)[N:22]=3)[CH:14]=[N:13]2)[CH2:41][CH2:42][N:43]([C:46]([O:48][C:49]([CH3:52])([CH3:51])[CH3:50])=[O:47])[CH2:44][CH2:45]1)#[N:38], predict the reactants needed to synthesize it. The reactants are: N12CCCN=C1CCCCC2.[NH:12]1[CH:16]=[C:15]([C:17]2[CH:18]=[N:19][C:20]3[N:21]([C:23]([CH2:26][C:27]4[CH:28]=[C:29]5[C:34](=[CH:35][CH:36]=4)[N:33]=[CH:32][CH:31]=[CH:30]5)=[CH:24][N:25]=3)[N:22]=2)[CH:14]=[N:13]1.[C:37]([CH:39]=[C:40]1[CH2:45][CH2:44][N:43]([C:46]([O:48][C:49]([CH3:52])([CH3:51])[CH3:50])=[O:47])[CH2:42][CH2:41]1)#[N:38]. (6) The reactants are: B(Cl)(Cl)Cl.[F:5][C:6]1[CH:11]=[C:10]([I:12])[CH:9]=[CH:8][C:7]=1[NH:13][C:14]1[C:15]([NH:25][S:26]([CH:29]2[CH2:32][CH:31]([O:33]CC3C=CC=CC=3)[CH2:30]2)(=[O:28])=[O:27])=[C:16]2[S:24][CH2:23][CH2:22][N:17]2[C:18](=[O:21])[C:19]=1[CH3:20].CO. Given the product [F:5][C:6]1[CH:11]=[C:10]([I:12])[CH:9]=[CH:8][C:7]=1[NH:13][C:14]1[C:15]([NH:25][S:26]([CH:29]2[CH2:32][CH:31]([OH:33])[CH2:30]2)(=[O:27])=[O:28])=[C:16]2[S:24][CH2:23][CH2:22][N:17]2[C:18](=[O:21])[C:19]=1[CH3:20], predict the reactants needed to synthesize it. (7) Given the product [F:23][B:22]([O:20][C:19]([C:6]1[C:7](=[O:18])[C:8]2[C:13](=[C:12]([O:14][CH3:15])[C:11]([F:16])=[C:10]([F:17])[CH:9]=2)[N:4]([CH:1]2[CH2:2][CH2:3]2)[CH:5]=1)=[O:21])[F:24], predict the reactants needed to synthesize it. The reactants are: [CH:1]1([N:4]2[C:13]3[C:8](=[CH:9][C:10]([F:17])=[C:11]([F:16])[C:12]=3[O:14][CH3:15])[C:7](=[O:18])[C:6]([C:19]([OH:21])=[O:20])=[CH:5]2)[CH2:3][CH2:2]1.[B:22](F)([F:24])[F:23].CCOCC.CCOCC. (8) Given the product [N+:17]([C:14]1[CH:15]=[CH:16][C:11]([O:1][C:2]2[CH:9]=[CH:8][C:5]([CH2:6][OH:7])=[CH:4][CH:3]=2)=[CH:12][CH:13]=1)([O-:19])=[O:18], predict the reactants needed to synthesize it. The reactants are: [OH:1][C:2]1[CH:9]=[CH:8][C:5]([CH:6]=[O:7])=[CH:4][CH:3]=1.F[C:11]1[CH:16]=[CH:15][C:14]([N+:17]([O-:19])=[O:18])=[CH:13][CH:12]=1.C([O-])([O-])=O.[K+].[K+].[BH4-].[Na+]. (9) The reactants are: [CH:1]1(B(O)O)[CH2:3][CH2:2]1.[CH3:7][C:8]1[CH:9]=[CH:10][CH:11]=[C:12]2[C:16]=1[NH:15][CH:14]=[C:13]2[CH:17]=[O:18].N1C=CC=CC=1C1C=CC=CN=1.C(=O)([O-])[O-].[Na+].[Na+].[NH4+].[Cl-]. Given the product [CH3:7][C:8]1[CH:9]=[CH:10][CH:11]=[C:12]2[C:16]=1[N:15]([CH:1]1[CH2:3][CH2:2]1)[CH:14]=[C:13]2[CH:17]=[O:18], predict the reactants needed to synthesize it. (10) Given the product [CH3:17][C:7]1[CH:12]=[CH:11][C:10]([S:13]([O:1][CH2:2][CH:3]2[CH2:6][CH2:5][O:4]2)(=[O:15])=[O:14])=[CH:9][CH:8]=1, predict the reactants needed to synthesize it. The reactants are: [OH:1][CH2:2][CH:3]1[CH2:6][CH2:5][O:4]1.[C:7]1([CH3:17])[CH:12]=[CH:11][C:10]([S:13](Cl)(=[O:15])=[O:14])=[CH:9][CH:8]=1.